This data is from Forward reaction prediction with 1.9M reactions from USPTO patents (1976-2016). The task is: Predict the product of the given reaction. Given the reactants [CH:1]([C:4]1([C:10]#[N:11])[CH2:8][CH2:7][NH:6][C:5]1=[O:9])([CH3:3])[CH3:2].[Cl:12][C:13]1[N:18]=[C:17](Cl)[CH:16]=[CH:15][N:14]=1.C(=O)([O-])[O-].[Cs+].[Cs+].O, predict the reaction product. The product is: [Cl:12][C:13]1[N:18]=[C:17]([N:6]2[CH2:7][CH2:8][C:4]([CH:1]([CH3:3])[CH3:2])([C:10]#[N:11])[C:5]2=[O:9])[CH:16]=[CH:15][N:14]=1.